The task is: Predict the reactants needed to synthesize the given product.. This data is from Full USPTO retrosynthesis dataset with 1.9M reactions from patents (1976-2016). (1) Given the product [F:13][C:9]1[CH:10]=[CH:11][CH:12]=[C:7]([O:6][C:5]2[CH:14]=[C:15]([F:16])[C:2]([CH:28]=[CH2:29])=[CH:3][C:4]=2[O:17][CH3:18])[N:8]=1, predict the reactants needed to synthesize it. The reactants are: Br[C:2]1[C:15]([F:16])=[CH:14][C:5]([O:6][C:7]2[CH:12]=[CH:11][CH:10]=[C:9]([F:13])[N:8]=2)=[C:4]([O:17][CH3:18])[CH:3]=1.ClCCl.C(=O)([O-])[O-].[K+].[K+].[CH:28](B1OC(C)(C)C(C)(C)O1)=[CH2:29]. (2) Given the product [N:30]1([CH2:2][CH2:3][O:4][C:5]2[CH:29]=[CH:28][C:8]([CH2:9][N:10]3[C:18]4[C:13](=[CH:14][CH:15]=[CH:16][CH:17]=4)[C:12]4[CH2:19][CH2:20][O:21][C:22]5[CH:27]=[CH:26][CH:25]=[CH:24][C:23]=5[C:11]3=4)=[CH:7][CH:6]=2)[CH2:35][CH2:34][CH2:33][CH2:32][CH2:31]1, predict the reactants needed to synthesize it. The reactants are: Cl[CH2:2][CH2:3][O:4][C:5]1[CH:29]=[CH:28][C:8]([CH2:9][N:10]2[C:18]3[C:13](=[CH:14][CH:15]=[CH:16][CH:17]=3)[C:12]3[CH2:19][CH2:20][O:21][C:22]4[CH:27]=[CH:26][CH:25]=[CH:24][C:23]=4[C:11]2=3)=[CH:7][CH:6]=1.[NH:30]1[CH2:35][CH2:34][CH2:33][CH2:32][CH2:31]1. (3) Given the product [O:4]1[C:5]2[CH:12]=[CH:11][CH:10]=[CH:9][C:6]=2[CH:7]=[CH:3]1, predict the reactants needed to synthesize it. The reactants are: C([C:3]1[O:4][C:5]2[C:12](O)=[C:11](C)[C:10](C=C)=[CH:9][C:6]=2[C:7]=1O)=C.C1N2CN3CN(C2)CN1C3.